Task: Predict the reaction yield, written as a fraction of the theoretical maximum amount of product (1.0 means a 100% yield; for example, 0.34 means a 34% yield).. Dataset: Reaction yield outcomes from USPTO patents with 853,638 reactions (1) The reactants are CN(C(ON1N=NC2C=CC=NC1=2)=[N+](C)C)C.F[P-](F)(F)(F)(F)F.[Br:25][C:26]1[CH:27]=[C:28]2[C:32](=[CH:33][CH:34]=1)[N:31]([CH:35]1[CH2:40][CH2:39][CH2:38][CH2:37][O:36]1)[N:30]=[C:29]2[C:41]([OH:43])=O.C(N(C(C)C)CC)(C)C.[NH2:53][C:54]1[CH:55]=[CH:56][C:57]([C:60]([F:63])([F:62])[F:61])=[N:58][CH:59]=1. The catalyst is CN(C=O)C. The product is [Br:25][C:26]1[CH:27]=[C:28]2[C:32](=[CH:33][CH:34]=1)[N:31]([CH:35]1[CH2:40][CH2:39][CH2:38][CH2:37][O:36]1)[N:30]=[C:29]2[C:41]([NH:53][C:54]1[CH:59]=[N:58][C:57]([C:60]([F:63])([F:61])[F:62])=[CH:56][CH:55]=1)=[O:43]. The yield is 0.930. (2) The reactants are Cl.C(OC(=O)[N:8]([CH2:12][C:13]1[CH:18]=[C:17]([CH2:19][CH2:20][O:21][C:22](=[O:25])[NH:23][CH3:24])[CH:16]=[CH:15][C:14]=1[Cl:26])[CH:9]1[CH2:11][CH2:10]1)(C)(C)C. The catalyst is C(Cl)Cl. The product is [Cl:26][C:14]1[CH:15]=[CH:16][C:17]([CH2:19][CH2:20][O:21][C:22](=[O:25])[NH:23][CH3:24])=[CH:18][C:13]=1[CH2:12][NH:8][CH:9]1[CH2:11][CH2:10]1. The yield is 1.00. (3) The reactants are C(OC([N:8]1[CH2:13][CH2:12][O:11][CH2:10][CH:9]1[CH2:14][O:15][C:16]([N:18]1[CH2:23][CH2:22][N:21]([C:24]2[CH:29]=[CH:28][C:27]([F:30])=[CH:26][C:25]=2[F:31])[CH2:20][CH2:19]1)=[O:17])=O)(C)(C)C.C(O)(C(F)(F)F)=O. The catalyst is C(Cl)Cl. The product is [F:31][C:25]1[CH:26]=[C:27]([F:30])[CH:28]=[CH:29][C:24]=1[N:21]1[CH2:20][CH2:19][N:18]([C:16]([O:15][CH2:14][CH:9]2[CH2:10][O:11][CH2:12][CH2:13][NH:8]2)=[O:17])[CH2:23][CH2:22]1. The yield is 0.790. (4) The reactants are [F:1][C:2]1[CH:7]=[CH:6][C:5]([F:8])=[CH:4][C:3]=1[NH:9][CH2:10][C:11]1[CH:16]=[CH:15][CH:14]=[C:13]([O:17][C:18]([F:23])([F:22])[CH:19]([F:21])[F:20])[CH:12]=1.[F:24][C:25]([F:30])([F:29])[CH:26]1[O:28][CH2:27]1. The catalyst is C(#N)C.FC(F)(F)S([O-])(=O)=O.[Yb+3].FC(F)(F)S([O-])(=O)=O.FC(F)(F)S([O-])(=O)=O. The product is [F:1][C:2]1[CH:7]=[CH:6][C:5]([F:8])=[CH:4][C:3]=1[N:9]([CH2:10][C:11]1[CH:16]=[CH:15][CH:14]=[C:13]([O:17][C:18]([F:22])([F:23])[CH:19]([F:20])[F:21])[CH:12]=1)[CH2:27][CH:26]([OH:28])[C:25]([F:30])([F:29])[F:24]. The yield is 0.840.